This data is from Catalyst prediction with 721,799 reactions and 888 catalyst types from USPTO. The task is: Predict which catalyst facilitates the given reaction. (1) Reactant: C1CCC(N=C=NC2CCCCC2)CC1.Cl.[C:17]([NH:20][C:21]1[CH:22]=[C:23]([NH:27][CH:28]([C:32]2[CH:37]=[CH:36][CH:35]=[CH:34][CH:33]=2)[C:29]([OH:31])=[O:30])[CH:24]=[CH:25][CH:26]=1)(=[O:19])[CH3:18].C1C=CC2N(O)N=NC=2C=1.[N:48]12[CH2:55][CH2:54][CH:51]([CH2:52][CH2:53]1)[C@@H:50](O)[CH2:49]2. Product: [N:48]12[CH2:55][CH2:54][CH:51]([CH2:52][CH2:53]1)[C@@H:50]([O:30][C:29](=[O:31])[CH:28]([NH:27][C:23]1[CH:24]=[CH:25][CH:26]=[C:21]([NH:20][C:17](=[O:19])[CH3:18])[CH:22]=1)[C:32]1[CH:37]=[CH:36][CH:35]=[CH:34][CH:33]=1)[CH2:49]2. The catalyst class is: 1. (2) The catalyst class is: 73. Reactant: Br[C:2]1[CH:3]=[C:4]2[C:12](=[C:13]([C:15](=[O:17])[NH2:16])[CH:14]=1)[NH:11][C:10]1[CH:9]=[C:8]([C:18]3[CH2:23][CH2:22][N:21]([C:24]([O:26][C:27]([CH3:30])([CH3:29])[CH3:28])=[O:25])[CH2:20][CH:19]=3)[CH:7]=[CH:6][C:5]2=1.[CH:31]([C:33]1[CH:38]=[CH:37][C:36](B(O)O)=[CH:35][C:34]=1[CH3:42])=[O:32].C([O-])([O-])=O.[Na+].[Na+]. Product: [C:15]([C:13]1[CH:14]=[C:2]([C:36]2[CH:37]=[CH:38][C:33]([CH:31]=[O:32])=[C:34]([CH3:42])[CH:35]=2)[CH:3]=[C:4]2[C:12]=1[NH:11][C:10]1[CH:9]=[C:8]([C:18]3[CH2:23][CH2:22][N:21]([C:24]([O:26][C:27]([CH3:30])([CH3:28])[CH3:29])=[O:25])[CH2:20][CH:19]=3)[CH:7]=[CH:6][C:5]2=1)(=[O:17])[NH2:16]. (3) Reactant: [Cl:1][C:2]1[CH:3]=[C:4]2[O:8][C:7]([C:9]3[S:10][C:11]([CH3:14])=[CH:12][CH:13]=3)=[N:6][C:5]2=[C:15]([C:17]([OH:19])=O)[CH:16]=1.Cl.C(N=C=NCCCN(C)C)C.ON1C2C=CC=CC=2N=N1.Cl.Cl.[NH2:44][C@H:45]1[CH:50]2[CH2:51][CH2:52][N:47]([CH2:48][CH2:49]2)[CH2:46]1.C(N(CC)CC)C. Product: [N:47]12[CH2:52][CH2:51][CH:50]([CH2:49][CH2:48]1)[C@H:45]([NH:44][C:17]([C:15]1[CH:16]=[C:2]([Cl:1])[CH:3]=[C:4]3[O:8][C:7]([C:9]4[S:10][C:11]([CH3:14])=[CH:12][CH:13]=4)=[N:6][C:5]=13)=[O:19])[CH2:46]2. The catalyst class is: 174. (4) Reactant: [CH3:1][O:2][C:3](=[O:12])[C:4]1[CH:9]=[CH:8][C:7]([CH3:10])=[C:6](I)[CH:5]=1.[C:13]([C:15]1[CH:20]=[CH:19][C:18](B(O)O)=[CH:17][CH:16]=1)#[N:14].C1(P(C2CCCCC2)C2C=CC=CC=2C2C=CC=CC=2)CCCCC1.[F-].[K+]. Product: [CH3:1][O:2][C:3]([C:4]1[CH:5]=[C:6]([C:18]2[CH:19]=[CH:20][C:15]([C:13]#[N:14])=[CH:16][CH:17]=2)[C:7]([CH3:10])=[CH:8][CH:9]=1)=[O:12]. The catalyst class is: 584. (5) Reactant: [NH2:1][C:2]1[CH:3]=[C:4]([CH:18]=[C:19]([C:21]#[CH:22])[CH:20]=1)[C:5]([NH:7][CH2:8][CH2:9][O:10][CH2:11][CH2:12][O:13][CH2:14][CH2:15][O:16][CH3:17])=[O:6].Cl[C:24]1[N:29]=[C:28]([O:30][C:31]2[C:40]3[C:35](=[CH:36][CH:37]=[CH:38][CH:39]=3)[C:34]([NH:41][C:42](=[O:48])[O:43][C:44]([CH3:47])([CH3:46])[CH3:45])=[CH:33][CH:32]=2)[CH:27]=[CH:26][N:25]=1.CC1C=CC(S(O)(=O)=O)=CC=1.O.ClC1N=CC=CN=1. Product: [C:21]([C:19]1[CH:20]=[C:2]([NH:1][C:24]2[N:29]=[C:28]([O:30][C:31]3[C:40]4[C:35](=[CH:36][CH:37]=[CH:38][CH:39]=4)[C:34]([NH:41][C:42](=[O:48])[O:43][C:44]([CH3:46])([CH3:45])[CH3:47])=[CH:33][CH:32]=3)[CH:27]=[CH:26][N:25]=2)[CH:3]=[C:4]([C:5](=[O:6])[NH:7][CH2:8][CH2:9][O:10][CH2:11][CH2:12][O:13][CH2:14][CH2:15][O:16][CH3:17])[CH:18]=1)#[CH:22]. The catalyst class is: 1. (6) Product: [ClH:1].[NH2:45][CH2:44][C@H:41]1[CH2:42][CH2:43][C@H:38]([C:36]([NH:35][C@@H:21]([CH2:20][C:17]2[CH:16]=[CH:15][C:14]([C:11]3[CH:12]=[CH:13][C:8]([S:5](=[O:6])(=[O:7])[N:4]([CH2:54][CH3:55])[CH2:2][CH3:3])=[CH:9][C:10]=3[CH3:53])=[CH:19][CH:18]=2)[C:22](=[O:34])[NH:23][C:24]2[CH:32]=[C:31]3[C:27]([C:28](=[O:33])[NH:29][NH:30]3)=[CH:26][CH:25]=2)=[O:37])[CH2:39][CH2:40]1. The catalyst class is: 346. Reactant: [ClH:1].[CH2:2]([N:4]([CH2:54][CH3:55])[S:5]([C:8]1[CH:13]=[CH:12][C:11]([C:14]2[CH:19]=[CH:18][C:17]([CH2:20][C@H:21]([NH:35][C:36]([C@H:38]3[CH2:43][CH2:42][C@H:41]([CH2:44][NH:45]C(=O)OC(C)(C)C)[CH2:40][CH2:39]3)=[O:37])[C:22](=[O:34])[NH:23][C:24]3[CH:32]=[C:31]4[C:27]([C:28](=[O:33])[NH:29][NH:30]4)=[CH:26][CH:25]=3)=[CH:16][CH:15]=2)=[C:10]([CH3:53])[CH:9]=1)(=[O:7])=[O:6])[CH3:3].